This data is from Reaction yield outcomes from USPTO patents with 853,638 reactions. The task is: Predict the reaction yield, written as a fraction of the theoretical maximum amount of product (1.0 means a 100% yield; for example, 0.34 means a 34% yield). (1) The reactants are [F:1][C:2]1[CH:7]=[C:6]([F:8])[CH:5]=[CH:4][C:3]=1[CH3:9].[N+:10]([O-])([OH:12])=[O:11]. The catalyst is OS(O)(=O)=O. The product is [F:1][C:2]1[CH:7]=[C:6]([F:8])[CH:5]=[C:4]([N+:10]([O-:12])=[O:11])[C:3]=1[CH3:9]. The yield is 0.620. (2) The reactants are [Cl:1][C:2]1[CH:3]=[C:4]([CH:27]=[CH:28][C:29]=1[Cl:30])[O:5][CH:6]1[CH2:11][CH2:10][N:9]([CH2:12][CH:13]([OH:26])[CH2:14][O:15][C:16]2[CH:21]=[CH:20][CH:19]=[CH:18][C:17]=2[NH:22]C(=O)C)[CH2:8][CH2:7]1. The catalyst is Cl. The product is [ClH:1].[ClH:1].[NH2:22][C:17]1[CH:18]=[CH:19][CH:20]=[CH:21][C:16]=1[O:15][CH2:14][CH:13]([OH:26])[CH2:12][N:9]1[CH2:8][CH2:7][CH:6]([O:5][C:4]2[CH:27]=[CH:28][C:29]([Cl:30])=[C:2]([Cl:1])[CH:3]=2)[CH2:11][CH2:10]1. The yield is 0.650. (3) The reactants are [Cl:1][C:2]1[CH:7]=[CH:6][C:5]([O:8][C:9]2[CH:14]=[CH:13][C:12](I)=[CH:11][CH:10]=2)=[C:4]([F:16])[CH:3]=1.[B:17]1([B:17]2[O:21][C:20]([CH3:23])([CH3:22])[C:19]([CH3:25])([CH3:24])[O:18]2)[O:21][C:20]([CH3:23])([CH3:22])[C:19]([CH3:25])([CH3:24])[O:18]1.C([O-])(=O)C.[K+].O. The catalyst is CN(C=O)C.Cl[Pd]Cl.C1(P(C2C=CC=CC=2)[C-]2C=CC=C2)C=CC=CC=1.[C-]1(P(C2C=CC=CC=2)C2C=CC=CC=2)C=CC=C1.[Fe+2]. The product is [Cl:1][C:2]1[CH:7]=[CH:6][C:5]([O:8][C:9]2[CH:14]=[CH:13][C:12]([B:17]3[O:21][C:20]([CH3:23])([CH3:22])[C:19]([CH3:25])([CH3:24])[O:18]3)=[CH:11][CH:10]=2)=[C:4]([F:16])[CH:3]=1. The yield is 0.500. (4) The reactants are [C:1]1([N:7]2[C:12](=[O:13])[C:11]([C:14]3[CH:19]=[CH:18][C:17]([F:20])=[CH:16][CH:15]=3)=[C:10](OS(C(F)(F)F)(=O)=O)[CH:9]=[N:8]2)[CH:6]=[CH:5][CH:4]=[CH:3][CH:2]=1.[CH3:29][S:30][C:31]1[CH:36]=[CH:35][C:34](B(O)O)=[CH:33][CH:32]=1. No catalyst specified. The product is [C:1]1([N:7]2[C:12](=[O:13])[C:11]([C:14]3[CH:15]=[CH:16][C:17]([F:20])=[CH:18][CH:19]=3)=[C:10]([C:34]3[CH:35]=[CH:36][C:31]([S:30][CH3:29])=[CH:32][CH:33]=3)[CH:9]=[N:8]2)[CH:6]=[CH:5][CH:4]=[CH:3][CH:2]=1. The yield is 0.920. (5) The reactants are [Br:1][C:2]1[CH:3]=[C:4]([C:8]2[CH:23]=[C:11]3[N:12]=[C:13]([CH3:22])[C:14]([CH2:17][C:18]([O:20][CH3:21])=[O:19])=[C:15](Cl)[N:10]3[N:9]=2)[CH:5]=[CH:6][CH:7]=1.[Na+].[I-:25]. The catalyst is C(#N)C.C(OCC)(=O)C. The product is [Br:1][C:2]1[CH:3]=[C:4]([C:8]2[CH:23]=[C:11]3[N:12]=[C:13]([CH3:22])[C:14]([CH2:17][C:18]([O:20][CH3:21])=[O:19])=[C:15]([I:25])[N:10]3[N:9]=2)[CH:5]=[CH:6][CH:7]=1. The yield is 0.810. (6) The reactants are [CH2:1]([C:4]1[CH:9]=[CH:8][C:7]([O:10][C:11](=[O:18])[CH2:12][CH:13]([OH:17])[C:14]([OH:16])=[O:15])=[C:6]([O:19][CH3:20])[CH:5]=1)[CH:2]=[CH2:3].[C:21]([O-])([O-])=O.[K+].[K+].CI. The catalyst is CN(C=O)C.C(OCC)(=O)C. The product is [CH3:21][O:15][C:14](=[O:16])[CH:13]([OH:17])[CH2:12][C:11]([O:10][C:7]1[CH:8]=[CH:9][C:4]([CH2:1][CH:2]=[CH2:3])=[CH:5][C:6]=1[O:19][CH3:20])=[O:18]. The yield is 0.470.